This data is from Reaction yield outcomes from USPTO patents with 853,638 reactions. The task is: Predict the reaction yield, written as a fraction of the theoretical maximum amount of product (1.0 means a 100% yield; for example, 0.34 means a 34% yield). (1) The reactants are [Na].[Cl:2][C:3]1[CH:8]=[CH:7][C:6](/[CH:9]=[CH:10]/[C:11](=[O:13])[CH3:12])=[C:5]([F:14])[C:4]=1[O:15][CH3:16].[C:17](OCC)(=[O:23])[C:18]([O:20][CH2:21][CH3:22])=[O:19]. No catalyst specified. The product is [CH2:21]([O:20][C:18](=[O:19])[C:17](=[O:23])[CH2:12][C:11](=[O:13])/[CH:10]=[CH:9]/[C:6]1[CH:7]=[CH:8][C:3]([Cl:2])=[C:4]([O:15][CH3:16])[C:5]=1[F:14])[CH3:22]. The yield is 0.930. (2) The reactants are Br[C:2]1[S:6][C:5]([O:7][C:8]2[CH:17]=[CH:16][C:15]3[C:10](=[CH:11][C:12]([O:18][CH3:19])=[CH:13][CH:14]=3)[CH:9]=2)=[N:4][CH:3]=1.[CH3:20][CH:21]([NH:24][C:25](=[O:27])[CH3:26])[C:22]#[CH:23].C(N(CC)CC)C. The catalyst is C1COCC1. The product is [CH3:19][O:18][C:12]1[CH:11]=[C:10]2[C:15]([CH:16]=[CH:17][C:8]([O:7][C:5]3[S:6][C:2]([C:23]#[C:22][CH:21]([NH:24][C:25](=[O:27])[CH3:26])[CH3:20])=[CH:3][N:4]=3)=[CH:9]2)=[CH:14][CH:13]=1. The yield is 0.140. (3) The reactants are [F:1][C:2]1[CH:11]=[C:10]2[C:5]([C:6](O)=[N:7][CH:8]=[N:9]2)=[CH:4][C:3]=1[N+:13]([O-:15])=[O:14].S(Cl)([Cl:18])=O. The catalyst is CN(C=O)C. The product is [Cl:18][C:6]1[C:5]2[C:10](=[CH:11][C:2]([F:1])=[C:3]([N+:13]([O-:15])=[O:14])[CH:4]=2)[N:9]=[CH:8][N:7]=1. The yield is 0.944. (4) The reactants are [Br:1][C:2]1[CH:10]=[CH:9][C:5]([C:6](O)=[O:7])=[C:4]([N+:11]([O-:13])=[O:12])[CH:3]=1.C(=O)([O-])O.[Na+]. The catalyst is O1CCCC1. The product is [Br:1][C:2]1[CH:10]=[CH:9][C:5]([CH2:6][OH:7])=[C:4]([N+:11]([O-:13])=[O:12])[CH:3]=1. The yield is 0.960. (5) The product is [C:1]([O:5][C:6]([NH:8][CH:9]([C:11]1[C:12]([O:25][CH3:26])=[C:13]([CH:19]([CH2:42][N+:39]([O-:41])=[O:40])[CH2:20][C:21]([O:23][CH3:24])=[O:22])[C:14]([CH3:18])=[C:15]([Cl:17])[CH:16]=1)[CH3:10])=[O:7])([CH3:3])([CH3:4])[CH3:2]. The yield is 0.530. The reactants are [C:1]([O:5][C:6]([NH:8][CH:9]([C:11]1[C:12]([O:25][CH3:26])=[C:13](/[CH:19]=[CH:20]/[C:21]([O:23][CH3:24])=[O:22])[C:14]([CH3:18])=[C:15]([Cl:17])[CH:16]=1)[CH3:10])=[O:7])([CH3:4])([CH3:3])[CH3:2].N12CCCN=C1CCCCC2.O.[N+:39]([CH3:42])([O-:41])=[O:40]. The catalyst is ClCCl. (6) The reactants are Br[C:2]1[CH:18]=[C:17]([CH3:19])[C:5]([O:6][Si:7]([CH:14]([CH3:16])[CH3:15])([CH:11]([CH3:13])[CH3:12])[CH:8]([CH3:10])[CH3:9])=[C:4]([CH3:20])[CH:3]=1.[Li]CCCC.[CH3:26][S:27]SC. The catalyst is C1COCC1. The product is [CH3:19][C:17]1[CH:18]=[C:2]([S:27][CH3:26])[CH:3]=[C:4]([CH3:20])[C:5]=1[O:6][Si:7]([CH:14]([CH3:16])[CH3:15])([CH:11]([CH3:13])[CH3:12])[CH:8]([CH3:10])[CH3:9]. The yield is 1.00. (7) The reactants are [Cl:1][C:2]1[CH:3]=[CH:4][C:5]2[S:9][C:8]([CH2:10][O:11][C:12]3[CH:13]=[C:14]([CH:17]=[CH:18][N:19]=3)[C:15]#[N:16])=[N:7][C:6]=2[CH:20]=1.[OH2:21].N. The catalyst is OS(O)(=O)=O. The product is [Cl:1][C:2]1[CH:3]=[CH:4][C:5]2[S:9][C:8]([CH2:10][O:11][C:12]3[CH:13]=[C:14]([CH:17]=[CH:18][N:19]=3)[C:15]([NH2:16])=[O:21])=[N:7][C:6]=2[CH:20]=1. The yield is 0.470. (8) The reactants are [F:1][C:2]([F:9])([F:8])[CH:3]([OH:7])[CH2:4][CH:5]=[CH2:6].[H-].[Na+].Br[CH2:13][C:14](=[CH2:20])[C:15]([O:17][CH2:18][CH3:19])=[O:16]. The catalyst is CN(C=O)C. The product is [F:1][C:2]([F:9])([F:8])[CH:3]([O:7][CH2:20][C:14](=[CH2:13])[C:15]([O:17][CH2:18][CH3:19])=[O:16])[CH2:4][CH:5]=[CH2:6]. The yield is 0.550. (9) The reactants are Br[C:2]1[N:7]=[CH:6][C:5](/[CH:8]=[CH:9]/[CH:10]=[CH:11]/[C:12]2[S:13][C:14]3[CH:20]=[C:19]([O:21][CH3:22])[C:18]([O:23][CH3:24])=[CH:17][C:15]=3[N:16]=2)=[CH:4][CH:3]=1.O.[NH3:26]. No catalyst specified. The product is [CH3:24][O:23][C:18]1[C:19]([O:21][CH3:22])=[CH:20][C:14]2[S:13][C:12](/[CH:11]=[CH:10]/[CH:9]=[CH:8]/[C:5]3[CH:4]=[CH:3][C:2]([NH2:26])=[N:7][CH:6]=3)=[N:16][C:15]=2[CH:17]=1. The yield is 0.476.